Dataset: Catalyst prediction with 721,799 reactions and 888 catalyst types from USPTO. Task: Predict which catalyst facilitates the given reaction. (1) Reactant: [F:1][C:2]([F:36])([F:35])[C:3]1[CH:34]=[CH:33][C:6]([CH2:7][O:8][C:9]([N:11]2[CH2:16][CH2:15][CH2:14][CH:13]([C:17]3[CH:22]=[CH:21][C:20]([CH3:23])=[C:19]([O:24][C:25]([C:28]([O:30]CC)=[O:29])([CH3:27])[CH3:26])[CH:18]=3)[CH2:12]2)=[O:10])=[CH:5][CH:4]=1.C(=O)([O-])[O-].[K+].[K+].CO. Product: [F:35][C:2]([F:1])([F:36])[C:3]1[CH:34]=[CH:33][C:6]([CH2:7][O:8][C:9]([N:11]2[CH2:16][CH2:15][CH2:14][CH:13]([C:17]3[CH:22]=[CH:21][C:20]([CH3:23])=[C:19]([O:24][C:25]([C:28]([OH:30])=[O:29])([CH3:27])[CH3:26])[CH:18]=3)[CH2:12]2)=[O:10])=[CH:5][CH:4]=1. The catalyst class is: 6. (2) Reactant: Br[C:2]1[CH:3]=[C:4]2[C:9](=[CH:10][CH:11]=1)[N:8]=[C:7]([NH:12][C:13]([CH3:16])([CH3:15])[CH3:14])[C:6](/[CH:17]=[C:18](\[CH3:24])/[C:19]([O:21][CH2:22][CH3:23])=[O:20])=[CH:5]2.C([O-])(=O)C.[K+].[B:30]1([B:30]2[O:34][C:33]([CH3:36])([CH3:35])[C:32]([CH3:38])([CH3:37])[O:31]2)[O:34][C:33]([CH3:36])([CH3:35])[C:32]([CH3:38])([CH3:37])[O:31]1. Product: [C:13]([NH:12][C:7]1[C:6](/[CH:17]=[C:18](\[CH3:24])/[C:19]([O:21][CH2:22][CH3:23])=[O:20])=[CH:5][C:4]2[C:9](=[CH:10][CH:11]=[C:2]([B:30]3[O:34][C:33]([CH3:36])([CH3:35])[C:32]([CH3:38])([CH3:37])[O:31]3)[CH:3]=2)[N:8]=1)([CH3:16])([CH3:15])[CH3:14]. The catalyst class is: 75. (3) Reactant: CN1CCOCC1.CN(C(ON1N=NC2C=CC=NC1=2)=[N+](C)C)C.F[P-](F)(F)(F)(F)F.[C:32]([O:36][C:37]([NH:39][C@@H:40]([C:46]([OH:48])=O)[CH2:41][C:42]([CH3:45])([CH3:44])[CH3:43])=[O:38])([CH3:35])([CH3:34])[CH3:33].[CH3:49][C:50]1[N:55]=[C:54]([CH2:56][C@@H:57]([C:59]([O:61][CH3:62])=[O:60])[NH2:58])[CH:53]=[CH:52][CH:51]=1. Product: [CH3:62][O:61][C:59](=[O:60])[C@H:57]([CH2:56][C:54]1[CH:53]=[CH:52][CH:51]=[C:50]([CH3:49])[N:55]=1)[NH:58][C:46](=[O:48])[C@@H:40]([CH2:41][C:42]([CH3:43])([CH3:44])[CH3:45])[NH:39][C:37]([O:36][C:32]([CH3:33])([CH3:34])[CH3:35])=[O:38]. The catalyst class is: 3. (4) Reactant: [CH2:1]([N:8]1[C:12]([C@H:13]([N:18]([CH2:26][C@H:27]2[C@@H:31]([F:32])[CH2:30][N:29](C(OCC3C=CC=CC=3)=O)[CH2:28]2)[C:19]([C@@H:21]2[CH2:25][CH2:24][CH2:23][O:22]2)=[O:20])[C:14]([CH3:17])([CH3:16])[CH3:15])=[N:11][C:10]([C:43]2[CH:48]=[C:47]([F:49])[CH:46]=[CH:45][C:44]=2[F:50])=[N:9]1)[C:2]1[CH:7]=[CH:6][CH:5]=[CH:4][CH:3]=1. Product: [CH2:1]([N:8]1[C:12]([C@H:13]([N:18]([CH2:26][C@H:27]2[C@@H:31]([F:32])[CH2:30][NH:29][CH2:28]2)[C:19]([C@@H:21]2[CH2:25][CH2:24][CH2:23][O:22]2)=[O:20])[C:14]([CH3:17])([CH3:16])[CH3:15])=[N:11][C:10]([C:43]2[CH:48]=[C:47]([F:49])[CH:46]=[CH:45][C:44]=2[F:50])=[N:9]1)[C:2]1[CH:3]=[CH:4][CH:5]=[CH:6][CH:7]=1. The catalyst class is: 99. (5) Reactant: [Br:1][C:2]1[CH:3]=[C:4]([CH:6]=[CH:7][CH:8]=1)[NH2:5].Cl[S:10]([OH:13])(=[O:12])=[O:11]. Product: [Br:1][C:2]1[CH:3]=[C:4]([NH:5][S:10](=[O:12])(=[O:11])[OH:13])[CH:6]=[CH:7][CH:8]=1. The catalyst class is: 2. (6) Reactant: [OH:1][CH2:2][C@@H:3]([CH2:7][CH2:8][CH2:9][CH2:10][CH:11]=[CH2:12])[C:4]([OH:6])=O.Cl.[CH2:14]([O:21][NH2:22])[C:15]1[CH:20]=[CH:19][CH:18]=[CH:17][CH:16]=1.Cl.CN(C)CCCN=C=NCC. Product: [OH:1][CH2:2][C@@H:3]([CH2:7][CH2:8][CH2:9][CH2:10][CH:11]=[CH2:12])[C:4]([NH:22][O:21][CH2:14][C:15]1[CH:20]=[CH:19][CH:18]=[CH:17][CH:16]=1)=[O:6]. The catalyst class is: 119. (7) Reactant: C([NH:5][S:6]([C:9]1[CH:10]=[N:11][CH:12]=[C:13]([C:15]2[N:16]=[C:17]([NH:31][CH2:32][C:33]3[CH:38]=[CH:37][CH:36]=[CH:35][N:34]=3)[C:18]3[C:23]([CH:24]=2)=[CH:22][CH:21]=[CH:20][C:19]=3[C:25]2[CH:30]=[CH:29][CH:28]=[CH:27][CH:26]=2)[CH:14]=1)(=[O:8])=[O:7])(C)(C)C. Product: [C:25]1([C:19]2[CH:20]=[CH:21][CH:22]=[C:23]3[C:18]=2[C:17]([NH:31][CH2:32][C:33]2[CH:38]=[CH:37][CH:36]=[CH:35][N:34]=2)=[N:16][C:15]([C:13]2[CH:14]=[C:9]([S:6]([NH2:5])(=[O:8])=[O:7])[CH:10]=[N:11][CH:12]=2)=[CH:24]3)[CH:26]=[CH:27][CH:28]=[CH:29][CH:30]=1. The catalyst class is: 67. (8) Reactant: [NH:1]1[C:8](=[O:9])[CH2:7][C:5](=O)[NH:4][C:2]1=[O:3].C(N(CC)C(C)C)(C)C.[N:19]([CH2:22][C:23]([O:25]CC)=[O:24])=[C:20]=[O:21].CN(C=[O:32])C. Product: [OH:32][N:4]1[CH:5]=[C:7]([C:20]([NH:19][CH2:22][C:23]([OH:25])=[O:24])=[O:21])[C:8](=[O:9])[NH:1][C:2]1=[O:3]. The catalyst class is: 4. (9) Reactant: C(Cl)CCl.Cl.[NH2:6][C:7]1[CH:17]=[CH:16][C:10]([CH:11]=[CH:12][C:13]([OH:15])=O)=[CH:9][CH:8]=1.[CH3:18][N:19]1[C:27]2[C:22](=[CH:23][CH:24]=[CH:25][CH:26]=2)[CH:21]=[C:20]1[CH2:28][NH:29][CH3:30].C1C=CC2N(O)N=NC=2C=1.O.C(N(CC)CC)C. Product: [NH2:6][C:7]1[CH:8]=[CH:9][C:10](/[CH:11]=[CH:12]/[C:13]([N:29]([CH3:30])[CH2:28][C:20]2[N:19]([CH3:18])[C:27]3[C:22]([CH:21]=2)=[CH:23][CH:24]=[CH:25][CH:26]=3)=[O:15])=[CH:16][CH:17]=1. The catalyst class is: 3.